Task: Predict the product of the given reaction.. Dataset: Forward reaction prediction with 1.9M reactions from USPTO patents (1976-2016) (1) Given the reactants [F:1][C:2]([F:16])([F:15])[C:3]1[CH:4]=[C:5]2[C:12](=[CH:13][CH:14]=1)[C:8]([CH2:9][CH2:10][NH2:11])=[CH:7][NH:6]2.CC(C)=O.CCOCC.[C:26]([OH:31])(=[O:30])[C:27]([OH:29])=[O:28], predict the reaction product. The product is: [C:26]([OH:31])(=[O:30])[C:27]([OH:29])=[O:28].[F:16][C:2]([F:1])([F:15])[C:3]1[CH:4]=[C:5]2[C:12](=[CH:13][CH:14]=1)[C:8]([CH2:9][CH2:10][NH2:11])=[CH:7][NH:6]2. (2) Given the reactants [CH3:1][C@@H:2]1[CH2:7][CH2:6][CH2:5][CH2:4][C@@H:3]1[NH:8][C:9]1[C:14]([C:15](OCC)=[O:16])=[CH:13][N:12]=[C:11]2[NH:20][CH:21]=[CH:22][C:10]=12.[H-].[Al+3].[Li+].[H-].[H-].[H-].O.[OH-].[Na+], predict the reaction product. The product is: [CH3:1][C@@H:2]1[CH2:7][CH2:6][CH2:5][CH2:4][C@@H:3]1[NH:8][C:9]1[C:14]([CH2:15][OH:16])=[CH:13][N:12]=[C:11]2[NH:20][CH:21]=[CH:22][C:10]=12.